Predict the reaction yield, written as a fraction of the theoretical maximum amount of product (1.0 means a 100% yield; for example, 0.34 means a 34% yield). From a dataset of Reaction yield outcomes from USPTO patents with 853,638 reactions. (1) The reactants are [CH3:1][C:2]1[CH:10]=[C:9]([CH3:11])[CH:8]=[C:7]([CH3:12])[C:3]=1[CH2:4][C:5]#[N:6].[CH2:13]([N:20]=[N+:21]=[N-:22])[C:14]1[CH:19]=[CH:18][CH:17]=[CH:16][CH:15]=1.CC(C)([O-])C.[K+]. The catalyst is O1CCCC1.O. The product is [C:14]1([CH2:13][N:20]2[C:5]([NH2:6])=[C:4]([C:3]3[C:7]([CH3:12])=[CH:8][C:9]([CH3:11])=[CH:10][C:2]=3[CH3:1])[N:22]=[N:21]2)[CH:19]=[CH:18][CH:17]=[CH:16][CH:15]=1. The yield is 0.610. (2) The reactants are C[O-].[Na+].[CH2:4]([N:6]1[C:10]([CH2:11][C:12]([O:14][CH:15](C)C)=[O:13])=[CH:9][C:8]([CH3:18])=[N:7]1)[CH3:5].C(O)(=O)C. The catalyst is CO. The product is [CH2:4]([N:6]1[C:10]([CH2:11][C:12]([O:14][CH3:15])=[O:13])=[CH:9][C:8]([CH3:18])=[N:7]1)[CH3:5]. The yield is 0.836. (3) The reactants are Cl[CH2:2][C:3]([N:5]1[CH2:10][CH2:9][CH2:8][C:7]2[N:11]([C:14]3[CH:19]=[CH:18][C:17]([F:20])=[CH:16][CH:15]=3)[N:12]=[CH:13][C:6]1=2)=[O:4].CN(C=O)C.C([O-])([O-])=O.[K+].[K+].[CH3:32][C:33]1[NH:37][N:36]=[C:35]([C:38]([F:41])([F:40])[F:39])[CH:34]=1. The catalyst is C1COCC1. The product is [F:20][C:17]1[CH:18]=[CH:19][C:14]([N:11]2[C:7]3[CH2:8][CH2:9][CH2:10][N:5]([C:3](=[O:4])[CH2:2][N:37]4[C:33]([CH3:32])=[CH:34][C:35]([C:38]([F:41])([F:40])[F:39])=[N:36]4)[C:6]=3[CH:13]=[N:12]2)=[CH:15][CH:16]=1. The yield is 0.670. (4) The reactants are C(O)(=O)C.[N+:5](/[CH:8]=[CH:9]/[C:10]1[CH:15]=[CH:14][C:13]([NH:16][C:17]2[CH:22]=[CH:21][CH:20]=[CH:19][CH:18]=2)=[CH:12][CH:11]=1)([O-:7])=[O:6].[BH4-].[Na+]. The catalyst is CS(C)=O. The product is [N+:5]([CH2:8][CH2:9][C:10]1[CH:15]=[CH:14][C:13]([NH:16][C:17]2[CH:22]=[CH:21][CH:20]=[CH:19][CH:18]=2)=[CH:12][CH:11]=1)([O-:7])=[O:6]. The yield is 0.620. (5) The reactants are Br[CH2:2][C:3]1[C:26]([Cl:27])=[CH:25][C:6]2[C:7]([N:10]([C:18]([O:20][C:21]([CH3:24])([CH3:23])[CH3:22])=[O:19])[C:11](=[O:17])[O:12][C:13]([CH3:16])([CH3:15])[CH3:14])=[N:8][O:9][C:5]=2[CH:4]=1.[CH3:28][C:29]1([CH3:40])[CH2:38][CH2:37][C:36]2[CH:35]=[C:34]([OH:39])[CH:33]=[CH:32][C:31]=2[CH2:30]1.C(=O)([O-])[O-].[K+].[K+].O. The catalyst is CN(C=O)C.CCOC(C)=O. The product is [C:21]([O:20][C:18]([N:10]([C:7]1[C:6]2[CH:25]=[C:26]([Cl:27])[C:3]([CH2:2][O:39][C:34]3[CH:33]=[CH:32][C:31]4[CH2:30][C:29]([CH3:40])([CH3:28])[CH2:38][CH2:37][C:36]=4[CH:35]=3)=[CH:4][C:5]=2[O:9][N:8]=1)[C:11](=[O:17])[O:12][C:13]([CH3:16])([CH3:15])[CH3:14])=[O:19])([CH3:22])([CH3:24])[CH3:23]. The yield is 0.320. (6) The reactants are [CH2:1]([S:3]([N:6]1[CH2:11][CH2:10][CH:9]([C:12]2[C:20]3[C:15](=[C:16]([C:29]([NH2:31])=[O:30])[CH:17]=[C:18]([C:21]4[CH:26]=[CH:25][CH:24]=[C:23]([CH:27]=O)[CH:22]=4)[CH:19]=3)[NH:14][CH:13]=2)[CH2:8][CH2:7]1)(=[O:5])=[O:4])[CH3:2].[CH2:32]([NH2:34])[CH3:33].[BH4-].[Na+]. The catalyst is ClCCl.CO. The product is [CH2:32]([NH:34][CH2:27][C:23]1[CH:22]=[C:21]([C:18]2[CH:19]=[C:20]3[C:15](=[C:16]([C:29]([NH2:31])=[O:30])[CH:17]=2)[NH:14][CH:13]=[C:12]3[CH:9]2[CH2:10][CH2:11][N:6]([S:3]([CH2:1][CH3:2])(=[O:4])=[O:5])[CH2:7][CH2:8]2)[CH:26]=[CH:25][CH:24]=1)[CH3:33]. The yield is 0.630. (7) The reactants are [C:1]1([S:7]([N:10]2[C:18]3[C:13](=[C:14]([N:19]4[CH2:24][CH2:23][N:22](C(OC(C)(C)C)=O)[CH2:21][CH2:20]4)[CH:15]=[CH:16][CH:17]=3)[CH:12]=[CH:11]2)(=[O:9])=[O:8])[CH:6]=[CH:5][CH:4]=[CH:3][CH:2]=1.[ClH:32]. The catalyst is O1CCOCC1. The product is [ClH:32].[C:1]1([S:7]([N:10]2[C:18]3[C:13](=[C:14]([N:19]4[CH2:24][CH2:23][NH:22][CH2:21][CH2:20]4)[CH:15]=[CH:16][CH:17]=3)[CH:12]=[CH:11]2)(=[O:9])=[O:8])[CH:2]=[CH:3][CH:4]=[CH:5][CH:6]=1. The yield is 0.990. (8) The reactants are [Cl:1][C:2]1[CH:3]=[C:4]([CH:7]=[C:8]([OH:10])[CH:9]=1)[CH:5]=[O:6].C(=O)([O-])[O-].[K+].[K+].C1(C)C=CC(S(O[CH2:27][C:28]([F:31])([F:30])[F:29])(=O)=O)=CC=1. The catalyst is CN(C=O)C. The product is [Cl:1][C:2]1[CH:3]=[C:4]([CH:7]=[C:8]([O:10][CH2:27][C:28]([F:31])([F:30])[F:29])[CH:9]=1)[CH:5]=[O:6]. The yield is 0.610. (9) The reactants are [CH2:1]([O:3][C:4](=[O:20])[CH:5]([OH:19])[CH2:6][C:7]([C:10]1[CH:15]=[CH:14][C:13]([F:16])=[C:12]([O:17][CH3:18])[CH:11]=1)([CH3:9])[CH3:8])[CH3:2]. The catalyst is ClCCl. The product is [CH2:1]([O:3][C:4](=[O:20])[C:5](=[O:19])[CH2:6][C:7]([C:10]1[CH:15]=[CH:14][C:13]([F:16])=[C:12]([O:17][CH3:18])[CH:11]=1)([CH3:9])[CH3:8])[CH3:2]. The yield is 0.899.